This data is from Catalyst prediction with 721,799 reactions and 888 catalyst types from USPTO. The task is: Predict which catalyst facilitates the given reaction. Product: [CH:34](=[N:3][CH:4]([C:15]1[CH:16]=[CH:17][CH:18]=[CH:19][CH:20]=1)[C:5]([O:7][CH:8]1[CH2:9][CH2:10][N:11]([CH3:14])[CH2:12][CH2:13]1)=[O:6])[C:35]1[CH:40]=[CH:39][CH:38]=[CH:37][CH:36]=1. Reactant: Cl.Cl.[NH2:3][CH:4]([C:15]1[CH:20]=[CH:19][CH:18]=[CH:17][CH:16]=1)[C:5]([O:7][CH:8]1[CH2:13][CH2:12][N:11]([CH3:14])[CH2:10][CH2:9]1)=[O:6].CCN(CC)CC.[O-]S([O-])(=O)=O.[Mg+2].[CH:34](=O)[C:35]1[CH:40]=[CH:39][CH:38]=[CH:37][CH:36]=1. The catalyst class is: 2.